Dataset: Peptide-MHC class I binding affinity with 185,985 pairs from IEDB/IMGT. Task: Regression. Given a peptide amino acid sequence and an MHC pseudo amino acid sequence, predict their binding affinity value. This is MHC class I binding data. (1) The peptide sequence is VTHSSAAQR. The MHC is HLA-A68:01 with pseudo-sequence HLA-A68:01. The binding affinity (normalized) is 0.655. (2) The peptide sequence is SARRGQEILL. The MHC is Patr-B0101 with pseudo-sequence Patr-B0101. The binding affinity (normalized) is 0. (3) The peptide sequence is TLNGIMMNER. The MHC is HLA-A31:01 with pseudo-sequence HLA-A31:01. The binding affinity (normalized) is 0.567. (4) The peptide sequence is MRIPVERTL. The MHC is HLA-A01:01 with pseudo-sequence HLA-A01:01. The binding affinity (normalized) is 0.0847.